Dataset: Forward reaction prediction with 1.9M reactions from USPTO patents (1976-2016). Task: Predict the product of the given reaction. Given the reactants C[O:2][C:3](=[O:31])[CH2:4][C:5]1([NH:11][C:12]([C:14]2[CH:19]=[CH:18][C:17]([N:20]3[CH2:23][C:22]([F:25])([F:24])[CH2:21]3)=[C:16]([O:26][CH2:27][CH:28]3[CH2:30][CH2:29]3)[N:15]=2)=[O:13])[CH2:10][CH2:9][O:8][CH2:7][CH2:6]1.[OH-].[Li+], predict the reaction product. The product is: [CH:28]1([CH2:27][O:26][C:16]2[N:15]=[C:14]([C:12]([NH:11][C:5]3([CH2:4][C:3]([OH:31])=[O:2])[CH2:10][CH2:9][O:8][CH2:7][CH2:6]3)=[O:13])[CH:19]=[CH:18][C:17]=2[N:20]2[CH2:23][C:22]([F:24])([F:25])[CH2:21]2)[CH2:30][CH2:29]1.